Dataset: Full USPTO retrosynthesis dataset with 1.9M reactions from patents (1976-2016). Task: Predict the reactants needed to synthesize the given product. (1) Given the product [Br:1][C:2]1[C:3]([Cl:15])=[N:4][CH:5]=[C:6]([N+:9]([O-:11])=[O:10])[C:7]=1[Cl:8], predict the reactants needed to synthesize it. The reactants are: [Br:1][C:2]1[C:3](=O)[NH:4][CH:5]=[C:6]([N+:9]([O-:11])=[O:10])[C:7]=1[Cl:8].O=P(Cl)(Cl)[Cl:15]. (2) The reactants are: [Cl:1][C:2]1[CH:3]=[C:4]([CH:14]([NH:16][C:17]([C:19]2[CH:24]=[C:23]([CH3:25])[N:22]=[C:21]([C:26]([OH:28])=O)[CH:20]=2)=[O:18])[CH3:15])[CH:5]=[N:6][C:7]=1[O:8][CH2:9][C:10]([F:13])([F:12])[F:11].Cl.[CH2:30]([NH2:32])[CH3:31]. Given the product [Cl:1][C:2]1[CH:3]=[C:4]([CH:14]([NH:16][C:17]([C:19]2[CH:24]=[C:23]([CH3:25])[N:22]=[C:21]([C:26]([NH:32][CH2:30][CH3:31])=[O:28])[CH:20]=2)=[O:18])[CH3:15])[CH:5]=[N:6][C:7]=1[O:8][CH2:9][C:10]([F:12])([F:13])[F:11], predict the reactants needed to synthesize it.